From a dataset of Forward reaction prediction with 1.9M reactions from USPTO patents (1976-2016). Predict the product of the given reaction. (1) The product is: [ClH:27].[CH2:3]([C:10]1[C:14]2[C:15]([NH:19][CH2:20][C:21]3[CH:22]=[CH:23][C:24]([Cl:27])=[CH:25][CH:26]=3)=[N:16][CH:17]=[CH:18][C:13]=2[N:12]([CH3:30])[C:11]=1[CH3:28])[C:4]1[CH:5]=[CH:6][CH:7]=[CH:8][CH:9]=1. Given the reactants [H-].[Na+].[CH2:3]([C:10]1[C:14]2[C:15]([NH:19][CH2:20][C:21]3[CH:26]=[CH:25][C:24]([Cl:27])=[CH:23][CH:22]=3)=[N:16][CH:17]=[CH:18][C:13]=2[NH:12][C:11]=1[CH3:28])[C:4]1[CH:9]=[CH:8][CH:7]=[CH:6][CH:5]=1.I[CH3:30], predict the reaction product. (2) Given the reactants [C:1]([O:7][C:8]([CH3:11])([CH3:10])[CH3:9])(=[O:6])[CH2:2][C:3]([CH3:5])=O.Cl[CH2:13][CH:14]=O.C([O-])(=O)C.[NH4+:20].N, predict the reaction product. The product is: [CH3:5][C:3]1[NH:20][CH:13]=[CH:14][C:2]=1[C:1]([O:7][C:8]([CH3:11])([CH3:10])[CH3:9])=[O:6]. (3) Given the reactants C([N:8]1[CH2:13][CH2:12][N:11]([C:14]2[CH:19]=[C:18]([N+:20]([O-])=O)[CH:17]=[C:16]([F:23])[C:15]=2[O:24][CH3:25])[CH2:10][CH2:9]1)(OC(C)(C)C)=O.[F:26][CH:27]([F:39])[O:28][C:29]1[CH:30]=[C:31]([S:35]([Cl:38])(=[O:37])=[O:36])[CH:32]=[CH:33][CH:34]=1, predict the reaction product. The product is: [ClH:38].[F:39][CH:27]([F:26])[O:28][C:29]1[CH:30]=[C:31]([S:35]([NH:20][C:18]2[CH:19]=[C:14]([N:11]3[CH2:10][CH2:9][NH:8][CH2:13][CH2:12]3)[C:15]([O:24][CH3:25])=[C:16]([F:23])[CH:17]=2)(=[O:37])=[O:36])[CH:32]=[CH:33][CH:34]=1. (4) The product is: [Br:12][C:5]1[C:6]2[C:11](=[CH:10][CH:9]=[CH:8][CH:7]=2)[C:2]([C:16]([OH:18])=[O:17])=[CH:3][CH:4]=1. Given the reactants Br[C:2]1[C:11]2[C:6](=[CH:7][CH:8]=[CH:9][CH:10]=2)[C:5]([Br:12])=[CH:4][CH:3]=1.[Mg].II.[C:16](=[O:18])=[O:17].Cl, predict the reaction product. (5) The product is: [NH3:18].[F:21][C:11]1[C:10]2[O:9][CH2:8][C@@H:7]([CH2:6][N:38]3[CH2:39][CH2:40][C@H:35]([NH:34][C:33](=[O:42])[O:32][C:28]([CH3:29])([CH3:30])[CH3:31])[C@H:36]([OH:41])[CH2:37]3)[N:18]3[C:19]=2[C:14]([CH:15]=[CH:16][C:17]3=[O:20])=[CH:13][CH:12]=1. Given the reactants CS(O[CH2:6][C@H:7]1[N:18]2[C:19]3[C:14]([CH2:15][CH2:16][C:17]2=[O:20])=[CH:13][CH:12]=[C:11]([F:21])[C:10]=3[O:9][CH2:8]1)(=O)=O.N1C=CC=CC=1.[C:28]([O:32][C:33](=[O:42])[NH:34][C@H:35]1[CH2:40][CH2:39][NH:38][CH2:37][C@H:36]1[OH:41])([CH3:31])([CH3:30])[CH3:29], predict the reaction product.